Dataset: NCI-60 drug combinations with 297,098 pairs across 59 cell lines. Task: Regression. Given two drug SMILES strings and cell line genomic features, predict the synergy score measuring deviation from expected non-interaction effect. Drug 1: CC1=C(C=C(C=C1)C(=O)NC2=CC(=CC(=C2)C(F)(F)F)N3C=C(N=C3)C)NC4=NC=CC(=N4)C5=CN=CC=C5. Cell line: BT-549. Synergy scores: CSS=-4.40, Synergy_ZIP=5.02, Synergy_Bliss=0.301, Synergy_Loewe=-8.42, Synergy_HSA=-8.69. Drug 2: CCN(CC)CCNC(=O)C1=C(NC(=C1C)C=C2C3=C(C=CC(=C3)F)NC2=O)C.